This data is from Drug-target binding data from BindingDB using IC50 measurements. The task is: Regression. Given a target protein amino acid sequence and a drug SMILES string, predict the binding affinity score between them. We predict pIC50 (pIC50 = -log10(IC50 in M); higher means more potent). Dataset: bindingdb_ic50. (1) The drug is O=S(=O)(c1ccc(Br)cc1)c1nnn2c1nc(N=S1C=CC=C1)c1sccc12. The target protein (P97689) has sequence MEDIPTMVKVDRGESQILSCRGRRCGLKVLGYVTGDMKEFANWLKDKPVVLQFMDWILRGISQVVFVSNPISGILILAGLLVQNPWWALCGCVGTVVSTLTALLLSQDRSAIAAGLQGYNATLVGILMAVFSDKGDYFWWLIFPVSAMSMTCPVFSSALSSLFSKWDLPVFTLPFNMALSLYLSATGHYNTFFPSKLFMPVSSVPNITWSELSALELLKSLPVGVGQIYGCDNPWTGAIFLCAILLSSPLMCLHAAIGSLLGVIAGLSLAAPFKDIYSGLWGFNSSLACIAIGGMFMALTWQTHLLALACALFTAYFGACMTHLMAAVHLPACTWSFCLATLLFLLLTTENPNIYRMPLSKVTYSEENRIFYLQNKKRVVDSPL. The pIC50 is 5.5. (2) The small molecule is O=C(O)c1ccccc1-c1ccccc1C(=O)Nc1ccc2c(c1)[nH]c(=O)c1ccccc12. The target protein sequence is MRVLVCGGAGYIGSHFVRALLRDTNHSVVIVDSLVGTHGKSDHVETRENVARKLQQSDGPKPPWADRYAALEVGDVRNEDFLNGVFTRHGPIDAVVHMCAFLAVGESVRDPLKYYDNNVVGILRLLQAMLLHKCDKIIFSSSAAIFGNPTMGSVSTNAEPIDINAKKSPESPYGESKLIAERMIRDCAEAYGIKGICLRYFNACGAHEDGDIGEHYQGSTHLIPIILGRVMSDIAPDQRLTIHEDASTDKRMPIFGTDYPTPDGTCVRDYVHVCDLASAHILALDYVEKLGPNDKSKYFSVFNLGTSRGYSVREVIEVARKTTGHPIPVRECGRREGDPAYLVAASDKAREVLGWKPKYDTLEAIMETSWKFQRTHPNGYASQENGTPGGRTTKL. The pIC50 is 5.4. (3) The compound is CCCCOc1cccc(OCCCC)c1CN. The target protein (P45845) has sequence DDPYNPYKYSDDNPYYNYYERPRPGSRYRPGYGTGYFQYGLPDLVPDPYYIQASTYVQKMSMYNLRCAAEENCLASTAYRADVRDYDHRVLLRFPQRVKNQGTSDFLPSRPRYSWEWHSCHQHYHSMDEFSHYDLLDASTQRRVAEGHKASFCLEDTSCDYGYHRRFACTAHTQGLSPGCYDTYNADIDCQWIDITDVKPGNYILKVSVNPSYLVPESDYSNNVVRCEIRYTGHHAYASGCTISPY. The pIC50 is 3.0. (4) The small molecule is C(=C/c1cc(OCc2ccccc2)cc(OCc2ccccc2)c1)\c1ccc(OCc2ccccc2)cc1. The target protein (P06239) has sequence MGCGCSSHPEDDWMENIDVCENCHYPIVPLDGKGTLLIRNGSEVRDPLVTYEGSNPPASPLQDNLVIALHSYEPSHDGDLGFEKGEQLRILEQSGEWWKAQSLTTGQEGFIPFNFVAKANSLEPEPWFFKNLSRKDAERQLLAPGNTHGSFLIRESESTAGSFSLSVRDFDQNQGEVVKHYKIRNLDNGGFYISPRITFPGLHELVRHYTNASDGLCTRLSRPCQTQKPQKPWWEDEWEVPRETLKLVERLGAGQFGEVWMGYYNGHTKVAVKSLKQGSMSPDAFLAEANLMKQLQHQRLVRLYAVVTQEPIYIITEYMENGSLVDFLKTPSGIKLTINKLLDMAAQIAEGMAFIEERNYIHRDLRAANILVSDTLSCKIADFGLARLIEDNEYTAREGAKFPIKWTAPEAINYGTFTIKSDVWSFGILLTEIVTHGRIPYPGMTNPEVIQNLERGYRMVRPDNCPEELYQLMRLCWKERPEDRPTFDYLRSVLEDFFTA.... The pIC50 is 2.7. (5) The target protein (P00750) has sequence MDAMKRGLCCVLLLCGAVFVSPSQEIHARFRRGARSYQVICRDEKTQMIYQQHQSWLRPVLRSNRVEYCWCNSGRAQCHSVPVKSCSEPRCFNGGTCQQALYFSDFVCQCPEGFAGKCCEIDTRATCYEDQGISYRGTWSTAESGAECTNWNSSALAQKPYSGRRPDAIRLGLGNHNYCRNPDRDSKPWCYVFKAGKYSSEFCSTPACSEGNSDCYFGNGSAYRGTHSLTESGASCLPWNSMILIGKVYTAQNPSAQALGLGKHNYCRNPDGDAKPWCHVLKNRRLTWEYCDVPSCSTCGLRQYSQPQFRIKGGLFADIASHPWQAAIFAKHRRSPGERFLCGGILISSCWILSAAHCFQERFPPHHLTVILGRTYRVVPGEEEQKFEVEKYIVHKEFDDDTYDNDIALLQLKSDSSRCAQESSVVRTVCLPPADLQLPDWTECELSGYGKHEALSPFYSERLKEAHVRLYPSSRCTSQHLLNRTVTDNMLCAGDTRSGG.... The small molecule is N=C(N)NCCC[C@H](NC(=O)[C@@H]1CCN2CC[C@@](N)(Cc3ccccc3)CN12)C(=O)c1nc2ccccc2s1. The pIC50 is 6.3. (6) The pIC50 is 7.8. The target protein (P07949) has sequence MAKATSGAAGLRLLLLLLLPLLGKVALGLYFSRDAYWEKLYVDQAAGTPLLYVHALRDAPEEVPSFRLGQHLYGTYRTRLHENNWICIQEDTGLLYLNRSLDHSSWEKLSVRNRGFPLLTVYLKVFLSPTSLREGECQWPGCARVYFSFFNTSFPACSSLKPRELCFPETRPSFRIRENRPPGTFHQFRLLPVQFLCPNISVAYRLLEGEGLPFRCAPDSLEVSTRWALDREQREKYELVAVCTVHAGAREEVVMVPFPVTVYDEDDSAPTFPAGVDTASAVVEFKRKEDTVVATLRVFDADVVPASGELVRRYTSTLLPGDTWAQQTFRVEHWPNETSVQANGSFVRATVHDYRLVLNRNLSISENRTMQLAVLVNDSDFQGPGAGVLLLHFNVSVLPVSLHLPSTYSLSVSRRARRFAQIGKVCVENCQAFSGINVQYKLHSSGANCSTLGVVTSAEDTSGILFVNDTKALRRPKCAELHYMVVATDQQTSRQAQAQL.... The small molecule is CC(C)(O)COc1cc(-c2ccc(N3CC[C@](C)(NC(=O)c4c(F)cccc4F)C3)nc2)c2c(C#N)cnn2c1.